This data is from Catalyst prediction with 721,799 reactions and 888 catalyst types from USPTO. The task is: Predict which catalyst facilitates the given reaction. (1) The catalyst class is: 57. Product: [N+:1]([C:4]1[CH:5]=[CH:6][C:7]([N:10]2[CH2:19][CH2:18][C:13]3([CH2:16][CH:15]([C:30]#[N:31])[CH2:14]3)[CH2:12][CH2:11]2)=[N:8][CH:9]=1)([O-:3])=[O:2]. Reactant: [N+:1]([C:4]1[CH:5]=[CH:6][C:7]([N:10]2[CH2:19][CH2:18][C:13]3([CH2:16][C:15](=O)[CH2:14]3)[CH2:12][CH2:11]2)=[N:8][CH:9]=1)([O-:3])=[O:2].CC1C=CC(S([CH2:30][N+:31]#[C-])(=O)=O)=CC=1.CC([O-])(C)C.[K+].C(O)(C)(C)C. (2) Reactant: [F:1][C:2]1[C:10]([O:11][CH3:12])=[CH:9][CH:8]=[CH:7][C:3]=1[C:4]([OH:6])=O.[F:13][C:14]1[CH:19]=[CH:18][C:17]([NH:20][C:21]([C:23]2[C:27]([NH2:28])=[CH:26][NH:25][N:24]=2)=[O:22])=[CH:16][CH:15]=1.C(Cl)CCl.C1C=CC2N(O)N=NC=2C=1. Product: [F:13][C:14]1[CH:15]=[CH:16][C:17]([NH:20][C:21]([C:23]2[C:27]([NH:28][C:4](=[O:6])[C:3]3[CH:7]=[CH:8][CH:9]=[C:10]([O:11][CH3:12])[C:2]=3[F:1])=[CH:26][NH:25][N:24]=2)=[O:22])=[CH:18][CH:19]=1. The catalyst class is: 58.